Task: Predict the product of the given reaction.. Dataset: Forward reaction prediction with 1.9M reactions from USPTO patents (1976-2016) (1) Given the reactants [Cl:1][C:2]1[C:3]([C:22]2[S:26][C:25]([C:27]3([O:31][CH2:32][O:33][CH3:34])[CH2:30][CH2:29][CH2:28]3)=[N:24][CH:23]=2)=[C:4]2[CH:10]=[C:9](I)[N:8]([S:12]([C:15]3[CH:21]=[CH:20][C:18]([CH3:19])=[CH:17][CH:16]=3)(=[O:14])=[O:13])[C:5]2=[N:6][CH:7]=1.[C:35]([O:39][C:40]([N:42]1[CH2:51][CH2:50][C:49]2[C:44](=[CH:45][C:46](B(O)O)=[CH:47][CH:48]=2)[CH2:43]1)=[O:41])([CH3:38])([CH3:37])[CH3:36].C(=O)(O)[O-].[Na+].C(OCC)(=O)C, predict the reaction product. The product is: [Cl:1][C:2]1[C:3]([C:22]2[S:26][C:25]([C:27]3([O:31][CH2:32][O:33][CH3:34])[CH2:30][CH2:29][CH2:28]3)=[N:24][CH:23]=2)=[C:4]2[CH:10]=[C:9]([C:46]3[CH:45]=[C:44]4[C:49]([CH2:50][CH2:51][N:42]([C:40]([O:39][C:35]([CH3:38])([CH3:37])[CH3:36])=[O:41])[CH2:43]4)=[CH:48][CH:47]=3)[N:8]([S:12]([C:15]3[CH:21]=[CH:20][C:18]([CH3:19])=[CH:17][CH:16]=3)(=[O:14])=[O:13])[C:5]2=[N:6][CH:7]=1. (2) Given the reactants [CH3:1][C:2]1[C:7]([Cl:8])=[C:6]([OH:9])[C:5]([CH2:10]/[CH:11]=[C:12](/[CH2:14][CH2:15]/[CH:16]=[C:17](/[C@H:19]2[O:24][C:23]([CH3:26])([CH3:25])[C:21](=[O:22])[CH2:20]2)\[CH3:18])\[CH3:13])=[C:4]([OH:27])[C:3]=1[CH:28]=[O:29].[H][H], predict the reaction product. The product is: [Cl:8][C:7]1[C:2]([CH3:1])=[C:3]([C:4]([OH:27])=[C:5]([CH2:10][CH2:11][CH:12]([CH3:13])[CH2:14][CH2:15][CH2:16][CH:17]([CH:19]2[CH2:20][C:21](=[O:22])[C:23]([CH3:25])([CH3:26])[O:24]2)[CH3:18])[C:6]=1[OH:9])[CH:28]=[O:29]. (3) Given the reactants Cl.CN.C1COCC1.[CH:9]([N:12]1[CH2:17][CH2:16][C:15](=O)[CH2:14][CH2:13]1)([CH3:11])[CH3:10].[C:19]([BH3-])#[N:20].[Na+], predict the reaction product. The product is: [CH:9]([N:12]1[CH2:17][CH2:16][CH:15]([NH:20][CH3:19])[CH2:14][CH2:13]1)([CH3:11])[CH3:10]. (4) Given the reactants C1(C=[N:8][CH:9]([CH3:15])[C:10]([O:12][CH2:13][CH3:14])=[O:11])C=CC=CC=1.[CH2:16](Br)[C:17]1[CH:22]=[CH:21][CH:20]=[CH:19][CH:18]=1.CC[O-].[Na+].Cl, predict the reaction product. The product is: [NH2:8][C:9]([CH3:15])([CH2:16][C:17]1[CH:22]=[CH:21][CH:20]=[CH:19][CH:18]=1)[C:10]([O:12][CH2:13][CH3:14])=[O:11]. (5) Given the reactants O[CH:2]=[C:3]([C:6]1[CH:11]=[CH:10][CH:9]=[CH:8][CH:7]=1)[C:4]#[N:5].CC(O)=O.[NH:16]([C:18]1[CH:23]=[CH:22][CH:21]=[CH:20][N:19]=1)[NH2:17], predict the reaction product. The product is: [C:6]1([C:3]2[CH:2]=[N:17][N:16]([C:18]3[CH:23]=[CH:22][CH:21]=[CH:20][N:19]=3)[C:4]=2[NH2:5])[CH:11]=[CH:10][CH:9]=[CH:8][CH:7]=1. (6) Given the reactants [H-].[Na+].[F:3][C:4]([F:22])([F:21])[C:5](=[N:17][N:18]([CH3:20])[CH3:19])[CH2:6][C:7]1[CH:16]=[CH:15][C:10]([C:11]([O:13][CH3:14])=[O:12])=[CH:9][CH:8]=1.[Br:23][CH2:24][CH2:25][CH2:26]Br, predict the reaction product. The product is: [Br:23][CH2:24][CH2:25][CH2:26][CH:6]([C:7]1[CH:16]=[CH:15][C:10]([C:11]([O:13][CH3:14])=[O:12])=[CH:9][CH:8]=1)[C:5](=[N:17][N:18]([CH3:20])[CH3:19])[C:4]([F:21])([F:22])[F:3]. (7) Given the reactants [CH3:1][NH:2][C:3]1[CH:8]=[CH:7][CH:6]=[CH:5][CH:4]=1.C(N(CC)CC)C.Cl.[N:17]1([CH2:23][CH2:24][C:25]2[N:29]3[CH:30]=[CH:31][CH:32]=[CH:33][C:28]3=[C:27]([C:34](Cl)=[O:35])[N:26]=2)[CH2:22][CH2:21][O:20][CH2:19][CH2:18]1, predict the reaction product. The product is: [CH3:1][N:2]([C:3]1[CH:8]=[CH:7][CH:6]=[CH:5][CH:4]=1)[C:34]([C:27]1[N:26]=[C:25]([CH2:24][CH2:23][N:17]2[CH2:18][CH2:19][O:20][CH2:21][CH2:22]2)[N:29]2[CH:30]=[CH:31][CH:32]=[CH:33][C:28]=12)=[O:35]. (8) Given the reactants [CH2:1]1[C:10]2[C:5](=[CH:6][CH:7]=[CH:8][CH:9]=2)[CH2:4][CH2:3][N:2]1[CH2:11][CH:12]([OH:28])[CH2:13][NH:14][C:15](=[O:27])[C:16]1[CH:21]=[CH:20][CH:19]=[C:18]([CH:22]2[CH2:26][CH2:25][NH:24][CH2:23]2)[CH:17]=1.C=O.[BH3-][C:32]#N.[Na+].CC(O)=O, predict the reaction product. The product is: [CH2:1]1[C:10]2[C:5](=[CH:6][CH:7]=[CH:8][CH:9]=2)[CH2:4][CH2:3][N:2]1[CH2:11][CH:12]([OH:28])[CH2:13][NH:14][C:15](=[O:27])[C:16]1[CH:21]=[CH:20][CH:19]=[C:18]([CH:22]2[CH2:26][CH2:25][N:24]([CH3:32])[CH2:23]2)[CH:17]=1. (9) Given the reactants CCN(C(C)C)C(C)C.[C:10]1([CH2:16][S:17](Cl)(=[O:19])=[O:18])[CH:15]=[CH:14][CH:13]=[CH:12][CH:11]=1.[CH2:21]([N:28]1[CH2:33][CH:32]2[CH:34]([CH2:35][NH2:36])[CH:29]1[CH2:30][CH2:31]2)[C:22]1[CH:27]=[CH:26][CH:25]=[CH:24][CH:23]=1, predict the reaction product. The product is: [CH2:21]([N:28]1[CH2:33][CH:32]2[CH:34]([CH2:35][NH:36][S:17]([CH2:16][C:10]3[CH:15]=[CH:14][CH:13]=[CH:12][CH:11]=3)(=[O:19])=[O:18])[CH:29]1[CH2:30][CH2:31]2)[C:22]1[CH:23]=[CH:24][CH:25]=[CH:26][CH:27]=1.